This data is from Full USPTO retrosynthesis dataset with 1.9M reactions from patents (1976-2016). The task is: Predict the reactants needed to synthesize the given product. Given the product [C:1]([C:5]1[CH:47]=[CH:46][C:8]2[C:9](=[O:45])[N:10]([C:14]3[CH:21]=[CH:20][CH:19]=[C:18]([C:22]4[CH:27]=[C:26]([NH:28][C:29]5[CH:34]=[CH:33][C:32]([C:35]([N:37]6[CH2:38][CH2:39][O:40][CH2:41][CH2:42]6)=[O:36])=[CH:31][N:30]=5)[C:25](=[O:43])[N:24]([CH3:44])[N:23]=4)[C:15]=3[CH2:16][OH:17])[CH2:11][CH2:12][O:13][C:7]=2[CH:6]=1)([CH3:4])([CH3:2])[CH3:3], predict the reactants needed to synthesize it. The reactants are: [C:1]([C:5]1[CH:47]=[CH:46][C:8]2[C:9](=[O:45])[N:10]([C:14]3[CH:21]=[CH:20][CH:19]=[C:18]([C:22]4[CH:27]=[C:26]([NH:28][C:29]5[CH:34]=[CH:33][C:32]([C:35]([N:37]6[CH2:42][CH2:41][O:40][CH2:39][CH2:38]6)=[O:36])=[CH:31][N:30]=5)[C:25](=[O:43])[N:24]([CH3:44])[N:23]=4)[C:15]=3[CH:16]=[O:17])[CH2:11][CH2:12][O:13][C:7]=2[CH:6]=1)([CH3:4])([CH3:3])[CH3:2].[BH4-].[Na+].